Dataset: Forward reaction prediction with 1.9M reactions from USPTO patents (1976-2016). Task: Predict the product of the given reaction. (1) Given the reactants [O:1]([C:8]1[C:9]([NH2:21])=[N:10][CH:11]=[C:12]([S:14][C:15]2[CH:20]=[CH:19][CH:18]=[CH:17][N:16]=2)[CH:13]=1)[C:2]1[CH:7]=[CH:6][CH:5]=[CH:4][CH:3]=1.[C:22]([N:30]=[C:31]=[S:32])(=[O:29])[C:23]1[CH:28]=[CH:27][CH:26]=[CH:25][CH:24]=1, predict the reaction product. The product is: [C:22]([NH:30][C:31]([NH:21][C:9]1[C:8]([O:1][C:2]2[CH:7]=[CH:6][CH:5]=[CH:4][CH:3]=2)=[CH:13][C:12]([S:14][C:15]2[CH:20]=[CH:19][CH:18]=[CH:17][N:16]=2)=[CH:11][N:10]=1)=[S:32])(=[O:29])[C:23]1[CH:28]=[CH:27][CH:26]=[CH:25][CH:24]=1. (2) Given the reactants F[C:2](F)(F)[C:3]([OH:5])=O.[C:8]1([CH3:21])[CH:13]=[CH:12][C:11]([NH:14][CH:15]2[CH2:20][CH2:19][NH:18][CH2:17][CH2:16]2)=[CH:10][CH:9]=1.Br[CH2:23][CH:24]=[CH:25][C:26]1[CH:31]=[CH:30][CH:29]=[CH:28][C:27]=1[N+:32]([O-])=O.C(=O)([O-])[O-].[K+].[K+].[CH:41]1([CH2:47]C(O)=O)[CH2:46][CH2:45][CH2:44][CH2:43][CH2:42]1.Cl.C(N=C=NCCCN(C)C)C, predict the reaction product. The product is: [CH:41]1([CH2:47][CH2:2][C:3]([NH:32][C:27]2[CH:28]=[CH:29][CH:30]=[CH:31][C:26]=2[CH2:25][CH2:24][CH2:23][N:18]2[CH2:19][CH2:20][CH:15]([NH:14][C:11]3[CH:10]=[CH:9][C:8]([CH3:21])=[CH:13][CH:12]=3)[CH2:16][CH2:17]2)=[O:5])[CH2:46][CH2:45][CH2:44][CH2:43][CH2:42]1. (3) Given the reactants NC1N=C(OCCCC)N=C2C=1N=C(OC)N2CCCC1CCCCN1C(OCC1C=CC=CC=1)=O.FC(F)(F)C(O)=O.[CH3:44][C@H:45]([O:49][C:50]1[N:58]=[C:57]2[C:53]([N:54]=[C:55]([O:59][CH3:60])[NH:56]2)=[C:52]([NH2:61])[N:51]=1)[CH2:46][CH2:47][CH3:48].Br[CH2:63][CH2:64][CH:65]1[CH2:70][CH2:69][N:68]([C:71]([O:73][CH2:74][C:75]2[CH:80]=[CH:79][CH:78]=[CH:77][CH:76]=2)=[O:72])[CH2:67][CH2:66]1, predict the reaction product. The product is: [NH2:61][C:52]1[N:51]=[C:50]([O:49][C@@H:45]([CH3:44])[CH2:46][CH2:47][CH3:48])[N:58]=[C:57]2[C:53]=1[N:54]=[C:55]([O:59][CH3:60])[N:56]2[CH2:63][CH2:64][CH:65]1[CH2:66][CH2:67][N:68]([C:71]([O:73][CH2:74][C:75]2[CH:76]=[CH:77][CH:78]=[CH:79][CH:80]=2)=[O:72])[CH2:69][CH2:70]1. (4) Given the reactants [NH2:1][C:2]1[C:3]([CH:10]2[CH2:14][CH2:13][CH2:12][CH2:11]2)=[N:4][O:5][C:6]=1[C:7]([NH2:9])=[O:8].[Cl:15][CH2:16][C:17](Cl)=O, predict the reaction product. The product is: [Cl:15][CH2:16][C:17]1[NH:9][C:7](=[O:8])[C:6]2[O:5][N:4]=[C:3]([CH:10]3[CH2:11][CH2:12][CH2:13][CH2:14]3)[C:2]=2[N:1]=1. (5) Given the reactants C[O:2][C:3]([C:5]1[CH2:6][N:7]([C:28]([O:30][C:31]([CH3:34])([CH3:33])[CH3:32])=[O:29])[CH2:8][CH2:9][C:10]=1[C:11]1[CH:16]=[CH:15][C:14]([CH2:17][CH2:18][CH2:19][O:20][C:21]2[CH:26]=[CH:25][CH:24]=[CH:23][C:22]=2[Cl:27])=[CH:13][CH:12]=1)=[O:4].[OH-].[Na+].Cl, predict the reaction product. The product is: [C:31]([O:30][C:28]([N:7]1[CH2:8][CH2:9][C:10]([C:11]2[CH:16]=[CH:15][C:14]([CH2:17][CH2:18][CH2:19][O:20][C:21]3[CH:26]=[CH:25][CH:24]=[CH:23][C:22]=3[Cl:27])=[CH:13][CH:12]=2)=[C:5]([C:3]([OH:4])=[O:2])[CH2:6]1)=[O:29])([CH3:34])([CH3:32])[CH3:33]. (6) Given the reactants [N:1]1([C:7]2[CH:8]=[C:9]([N:16]3[CH2:21][CH2:20][O:19][CH2:18][CH2:17]3)[CH:10]=[C:11]([N+:13]([O-])=O)[CH:12]=2)[CH2:6][CH2:5][O:4][CH2:3][CH2:2]1.C([O-])=O.[NH4+], predict the reaction product. The product is: [N:1]1([C:7]2[CH:12]=[C:11]([CH:10]=[C:9]([N:16]3[CH2:17][CH2:18][O:19][CH2:20][CH2:21]3)[CH:8]=2)[NH2:13])[CH2:2][CH2:3][O:4][CH2:5][CH2:6]1. (7) Given the reactants [CH2:1]([O:8][N:9]1[C:15](=[O:16])[N:14]2[CH2:17][C@H:10]1[CH2:11][CH2:12][C@H:13]2[C:18]([OH:20])=O)[C:2]1[CH:7]=[CH:6][CH:5]=[CH:4][CH:3]=1.[C:21]([O:25][C:26](=[O:33])[NH:27][C@@H:28]([CH3:32])[CH2:29][O:30][NH2:31])([CH3:24])([CH3:23])[CH3:22], predict the reaction product. The product is: [C:21]([O:25][C:26](=[O:33])[NH:27][C@@H:28]([CH3:32])[CH2:29][O:30][NH:31][C:18]([C@@H:13]1[CH2:12][CH2:11][C@@H:10]2[CH2:17][N:14]1[C:15](=[O:16])[N:9]2[O:8][CH2:1][C:2]1[CH:3]=[CH:4][CH:5]=[CH:6][CH:7]=1)=[O:20])([CH3:24])([CH3:22])[CH3:23]. (8) Given the reactants O=C1CCC(=O)N1OC(=O)[C@@H:10]([NH:23][C:24](=[O:50])[C:25]1[CH:30]=CC(CN2C3C=CC(C4N=NNN=4)=CC=3C3C2=CC=CC=3)=CC=1)[CH2:11][CH2:12][C:13]([O:15]N1C(=O)CCC1=O)=[O:14].N1NN=NC=1C1C=CC2N(CC3C=CC([C:75]([NH:77][C@@H:78]([CH2:82][CH2:83][C:84]([OH:86])=[O:85])C(O)=O)=[O:76])=CC=3)C3C(C=2C=1)=CC=CC=3.O=C1CCC(=O)N1OC(=O)C1C=CC(CN2C3C=CC(C4N=NNN=4)=CC=3C3C2=CC=CC=3)=CC=1.NCCCC(O)=O.[N:131]1[NH:132][N:133]=[N:134][C:135]=1[C:136]1[CH:137]=[CH:138][C:139]2[N:140]([CH2:149][C:150]3[CH:164]=[CH:163][C:153]([C:154]([NH:156][CH2:157]CCC(O)=O)=[O:155])=[CH:152][CH:151]=3)[C:141]3[C:146]([C:147]=2[CH:148]=1)=[CH:145][CH:144]=[CH:143][CH:142]=3, predict the reaction product. The product is: [C:84]([CH2:83][CH2:82][CH2:78][NH:77][C:75]([CH:157]([NH:156][C:154](=[O:155])[C:153]1[CH:152]=[CH:151][C:150]([CH2:149][N:140]2[C:139]3[CH:138]=[CH:137][C:136]([C:135]4[N:131]=[N:132][NH:133][N:134]=4)=[CH:148][C:147]=3[C:146]3[C:141]2=[CH:142][CH:143]=[CH:144][CH:145]=3)=[CH:164][CH:163]=1)[CH2:30][CH2:25][C:24]([NH:23][CH2:10][CH2:11][CH2:12][C:13]([OH:15])=[O:14])=[O:50])=[O:76])([OH:86])=[O:85]. (9) Given the reactants [CH3:1][N:2]([CH3:15])[C:3]1([C:13]#N)[CH2:12][CH2:11][C:6]2([O:10][CH2:9][CH2:8][O:7]2)[CH2:5][CH2:4]1.[Br-].[Cl-].[NH4+].[OH-].[Na+], predict the reaction product. The product is: [C:13]1([C:3]2([N:2]([CH3:15])[CH3:1])[CH2:12][CH2:11][C:6]3([O:10][CH2:9][CH2:8][O:7]3)[CH2:5][CH2:4]2)[CH2:5][CH2:4][CH2:3][CH:12]=1. (10) Given the reactants Cl.Cl.[NH:3]1[C:7]2[CH2:8][NH:9][CH2:10][CH2:11][C:6]=2[CH:5]=[N:4]1.C(N(CC)C(C)C)(C)C.Cl[C:22]1[C:31]2[C:26](=[CH:27][C:28]([O:34][CH3:35])=[C:29]([O:32][CH3:33])[CH:30]=2)[N:25]=[CH:24][N:23]=1, predict the reaction product. The product is: [CH3:33][O:32][C:29]1[CH:30]=[C:31]2[C:26](=[CH:27][C:28]=1[O:34][CH3:35])[N:25]=[CH:24][N:23]=[C:22]2[N:9]1[CH2:10][CH2:11][C:6]2[CH:5]=[N:4][NH:3][C:7]=2[CH2:8]1.